Dataset: Full USPTO retrosynthesis dataset with 1.9M reactions from patents (1976-2016). Task: Predict the reactants needed to synthesize the given product. (1) The reactants are: [H-].[Na+].[Cl:3][C:4]1[CH:5]=[C:6]([O:10][C:11]2[CH:18]=[CH:17][C:16]([CH2:19][OH:20])=[CH:15][C:12]=2[C:13]#[N:14])[CH:7]=[N:8][CH:9]=1.Cl[C:22]1[CH:23]=[C:24]2[N:31]([CH3:32])[CH2:30][CH2:29][N:25]2[C:26](=[O:28])[N:27]=1. Given the product [Cl:3][C:4]1[CH:5]=[C:6]([O:10][C:11]2[CH:18]=[CH:17][C:16]([CH2:19][O:20][C:22]3[CH:23]=[C:24]4[N:31]([CH3:32])[CH2:30][CH2:29][N:25]4[C:26](=[O:28])[N:27]=3)=[CH:15][C:12]=2[C:13]#[N:14])[CH:7]=[N:8][CH:9]=1, predict the reactants needed to synthesize it. (2) Given the product [CH3:1][C:2]1[C:6]([C:7]2[CH:13]=[C:12]([C:14]3[C:15]([CH3:20])=[N:16][O:17][C:18]=3[CH3:19])[CH:11]=[C:10]([NH2:21])[C:8]=2[NH2:9])=[C:5]([CH3:24])[O:4][N:3]=1, predict the reactants needed to synthesize it. The reactants are: [CH3:1][C:2]1[C:6]([C:7]2[CH:13]=[C:12]([C:14]3[C:15]([CH3:20])=[N:16][O:17][C:18]=3[CH3:19])[CH:11]=[C:10]([N+:21]([O-])=O)[C:8]=2[NH2:9])=[C:5]([CH3:24])[O:4][N:3]=1.